Dataset: NCI-60 drug combinations with 297,098 pairs across 59 cell lines. Task: Regression. Given two drug SMILES strings and cell line genomic features, predict the synergy score measuring deviation from expected non-interaction effect. (1) Drug 1: CC(CN1CC(=O)NC(=O)C1)N2CC(=O)NC(=O)C2. Drug 2: CC1C(C(CC(O1)OC2CC(OC(C2O)C)OC3=CC4=CC5=C(C(=O)C(C(C5)C(C(=O)C(C(C)O)O)OC)OC6CC(C(C(O6)C)O)OC7CC(C(C(O7)C)O)OC8CC(C(C(O8)C)O)(C)O)C(=C4C(=C3C)O)O)O)O. Synergy scores: CSS=39.4, Synergy_ZIP=1.74, Synergy_Bliss=1.30, Synergy_Loewe=0.472, Synergy_HSA=0.493. Cell line: SW-620. (2) Drug 1: C1=NC2=C(N=C(N=C2N1C3C(C(C(O3)CO)O)O)F)N. Drug 2: CC1=C(C=C(C=C1)C(=O)NC2=CC(=CC(=C2)C(F)(F)F)N3C=C(N=C3)C)NC4=NC=CC(=N4)C5=CN=CC=C5. Cell line: SNB-19. Synergy scores: CSS=16.1, Synergy_ZIP=-6.48, Synergy_Bliss=-4.24, Synergy_Loewe=-2.71, Synergy_HSA=-3.97.